From a dataset of Peptide-MHC class II binding affinity with 134,281 pairs from IEDB. Regression. Given a peptide amino acid sequence and an MHC pseudo amino acid sequence, predict their binding affinity value. This is MHC class II binding data. (1) The peptide sequence is KRWIILGLNKIVRMYSPTSI. The MHC is DRB1_1501 with pseudo-sequence DRB1_1501. The binding affinity (normalized) is 0.826. (2) The peptide sequence is CGLFGKGSIVACAKF. The MHC is DRB5_0101 with pseudo-sequence DRB5_0101. The binding affinity (normalized) is 0.468. (3) The peptide sequence is PRQGLAVLRKVKRVV. The MHC is H-2-IAb with pseudo-sequence H-2-IAb. The binding affinity (normalized) is 0.144. (4) The peptide sequence is RMAMTDTTPFGQQRV. The MHC is DRB4_0101 with pseudo-sequence DRB4_0103. The binding affinity (normalized) is 0.430. (5) The peptide sequence is RQHGSEEWEPLTKKG. The binding affinity (normalized) is 0.369. The MHC is DRB1_1602 with pseudo-sequence DRB1_1602. (6) The peptide sequence is RLFKAFILDGDNLFP. The MHC is HLA-DPA10201-DPB10501 with pseudo-sequence HLA-DPA10201-DPB10501. The binding affinity (normalized) is 0.493. (7) The peptide sequence is ASMVIFDRSFTITIA. The MHC is HLA-DQA10102-DQB10602 with pseudo-sequence HLA-DQA10102-DQB10602. The binding affinity (normalized) is 0.188.